Dataset: Full USPTO retrosynthesis dataset with 1.9M reactions from patents (1976-2016). Task: Predict the reactants needed to synthesize the given product. Given the product [CH3:1][NH:2][C:3]1[N:8]=[C:7]([CH2:9][CH2:10][O:11][C:12]2[CH:13]=[C:14]3[C:18](=[CH:19][CH:20]=2)[NH:17][C:16]([CH2:21][CH2:22][C:23]([OH:25])=[O:24])=[CH:15]3)[CH:6]=[CH:5][CH:4]=1, predict the reactants needed to synthesize it. The reactants are: [CH3:1][NH:2][C:3]1[N:8]=[C:7]([CH2:9][CH2:10][O:11][C:12]2[CH:13]=[C:14]3[C:18](=[CH:19][CH:20]=2)[NH:17][C:16]([CH2:21][CH2:22][C:23]([O:25]C)=[O:24])=[CH:15]3)[CH:6]=[CH:5][CH:4]=1.[OH-].[Na+].